Task: Regression. Given two drug SMILES strings and cell line genomic features, predict the synergy score measuring deviation from expected non-interaction effect.. Dataset: NCI-60 drug combinations with 297,098 pairs across 59 cell lines Drug 1: CCC1(CC2CC(C3=C(CCN(C2)C1)C4=CC=CC=C4N3)(C5=C(C=C6C(=C5)C78CCN9C7C(C=CC9)(C(C(C8N6C=O)(C(=O)OC)O)OC(=O)C)CC)OC)C(=O)OC)O.OS(=O)(=O)O. Drug 2: CC1CCCC2(C(O2)CC(NC(=O)CC(C(C(=O)C(C1O)C)(C)C)O)C(=CC3=CSC(=N3)C)C)C. Cell line: COLO 205. Synergy scores: CSS=60.0, Synergy_ZIP=0.206, Synergy_Bliss=0.708, Synergy_Loewe=-9.59, Synergy_HSA=-1.18.